Dataset: Reaction yield outcomes from USPTO patents with 853,638 reactions. Task: Predict the reaction yield, written as a fraction of the theoretical maximum amount of product (1.0 means a 100% yield; for example, 0.34 means a 34% yield). (1) The reactants are [OH:1][C:2]1[CH:7]=[CH:6][C:5](B(O)O)=[CH:4][CH:3]=1.O.O.O.O.O.O.O.O.O.O.C(=O)([O-])[O-].[Na+].[Na+].Br[C:28]1[CH:29]=[N:30][C:31]([C:34]2[CH:39]=[CH:38][C:37]([CH2:40][C@H:41]([NH:65][C:66]([C:68]3[S:69][C:70]([C:73]([CH3:76])([CH3:75])[CH3:74])=[CH:71][CH:72]=3)=[O:67])[C:42]([NH:44][CH:45]([CH:53]([O:60][C:61]([CH3:64])([CH3:63])[CH3:62])[C:54]3[CH:59]=[CH:58][CH:57]=[CH:56][CH:55]=3)[C:46]([O:48][C:49]([CH3:52])([CH3:51])[CH3:50])=[O:47])=[O:43])=[CH:36][CH:35]=2)=[N:32][CH:33]=1.O1CCOCC1. The catalyst is C1C=CC(P(C2C=CC=CC=2)[C-]2C=CC=C2)=CC=1.C1C=CC(P(C2C=CC=CC=2)[C-]2C=CC=C2)=CC=1.Cl[Pd]Cl.[Fe+2].O. The product is [C:61]([O:60][CH:53]([C:54]1[CH:55]=[CH:56][CH:57]=[CH:58][CH:59]=1)[CH:45]([NH:44][C:42](=[O:43])[C@@H:41]([NH:65][C:66]([C:68]1[S:69][C:70]([C:73]([CH3:75])([CH3:74])[CH3:76])=[CH:71][CH:72]=1)=[O:67])[CH2:40][C:37]1[CH:38]=[CH:39][C:34]([C:31]2[N:30]=[CH:29][C:28]([C:5]3[CH:6]=[CH:7][C:2]([OH:1])=[CH:3][CH:4]=3)=[CH:33][N:32]=2)=[CH:35][CH:36]=1)[C:46]([O:48][C:49]([CH3:52])([CH3:50])[CH3:51])=[O:47])([CH3:62])([CH3:63])[CH3:64]. The yield is 1.06. (2) The reactants are [CH2:1]([C:3]1[S:4][C:5]([CH3:10])=[C:6]([CH2:8]O)[N:7]=1)[CH3:2].S(Cl)([Cl:13])=O. The catalyst is C1(C)C=CC=CC=1. The product is [Cl:13][CH2:8][C:6]1[N:7]=[C:3]([CH2:1][CH3:2])[S:4][C:5]=1[CH3:10]. The yield is 0.840. (3) The reactants are [Cl:1]/[C:2](/[C:12]([F:15])([F:14])[F:13])=[CH:3]\[CH:4]1[CH:6]([C:7](Cl)=[O:8])[C:5]1([CH3:11])[CH3:10].[O:16]([C:23]1[CH:24]=[C:25]([CH2:29][NH2:30])[CH:26]=[CH:27][CH:28]=1)[C:17]1[CH:22]=[CH:21][CH:20]=[CH:19][CH:18]=1.N1C=CC=CC=1. The catalyst is C1(C)C=CC=CC=1.C(OCC)(=O)C. The product is [Cl:1]/[C:2](/[C:12]([F:15])([F:14])[F:13])=[CH:3]\[CH:4]1[CH:6]([C:7]([NH:30][CH2:29][C:25]2[CH:26]=[CH:27][CH:28]=[C:23]([O:16][C:17]3[CH:22]=[CH:21][CH:20]=[CH:19][CH:18]=3)[CH:24]=2)=[O:8])[C:5]1([CH3:11])[CH3:10]. The yield is 0.240. (4) The reactants are CCN(C(C)C)C(C)C.[CH3:10][O:11][C:12]1[CH:13]=[CH:14][CH:15]=[C:16]2[C:21]=1[O:20][C:19](=[O:22])[C:18]([C:23]([OH:25])=O)=[CH:17]2.CN(C(ON1N=NC2C=CC=NC1=2)=[N+](C)C)C.F[P-](F)(F)(F)(F)F.[CH3:50][N:51]1[C:55]([C:56]2[CH:57]=[C:58]([NH2:62])[CH:59]=[CH:60][CH:61]=2)=[CH:54][CH:53]=[N:52]1. The catalyst is CN(C=O)C. The product is [CH3:50][N:51]1[C:55]([C:56]2[CH:57]=[C:58]([NH:62][C:23]([C:18]3[C:19](=[O:22])[O:20][C:21]4[C:16]([CH:17]=3)=[CH:15][CH:14]=[CH:13][C:12]=4[O:11][CH3:10])=[O:25])[CH:59]=[CH:60][CH:61]=2)=[CH:54][CH:53]=[N:52]1. The yield is 0.770. (5) The reactants are [O:1]1[C:5]2[CH:6]=[CH:7][C:8]([C:10]3([C:13]([NH:15][C:16]4[CH:17]=[C:18]5[C:22](=[CH:23][CH:24]=4)[NH:21][C:20]([C:25]([O:27]CC)=[O:26])=[CH:19]5)=[O:14])[CH2:12][CH2:11]3)=[CH:9][C:4]=2[O:3][CH2:2]1.[Li+].[OH-].Cl. The catalyst is O.O1CCOCC1. The product is [O:1]1[C:5]2[CH:6]=[CH:7][C:8]([C:10]3([C:13]([NH:15][C:16]4[CH:17]=[C:18]5[C:22](=[CH:23][CH:24]=4)[NH:21][C:20]([C:25]([OH:27])=[O:26])=[CH:19]5)=[O:14])[CH2:12][CH2:11]3)=[CH:9][C:4]=2[O:3][CH2:2]1. The yield is 0.830. (6) The reactants are [CH2:1]([C:4]1([S:7](Cl)(=[O:9])=[O:8])[CH2:6][CH2:5]1)[CH:2]=[CH2:3].[F:11][C:12]1[C:17]([F:18])=[C:16]([NH:19][C:20]2[CH:25]=[CH:24][C:23]([I:26])=[CH:22][C:21]=2[F:27])[C:15]([NH2:28])=[C:14]([O:29][CH2:30][CH2:31][O:32][CH3:33])[CH:13]=1. No catalyst specified. The product is [CH2:1]([C:4]1([S:7]([NH:28][C:15]2[C:14]([O:29][CH2:30][CH2:31][O:32][CH3:33])=[CH:13][C:12]([F:11])=[C:17]([F:18])[C:16]=2[NH:19][C:20]2[CH:25]=[CH:24][C:23]([I:26])=[CH:22][C:21]=2[F:27])(=[O:9])=[O:8])[CH2:6][CH2:5]1)[CH:2]=[CH2:3]. The yield is 0.780.